Predict the reaction yield, written as a fraction of the theoretical maximum amount of product (1.0 means a 100% yield; for example, 0.34 means a 34% yield). From a dataset of Reaction yield outcomes from USPTO patents with 853,638 reactions. The yield is 0.290. The product is [NH2:1][C@@H:2]1[C:11]2[C:6](=[CH:7][CH:8]=[CH:9][CH:10]=2)[C@H:5]([O:12][C:16]2[CH:17]=[CH:18][C:19]3[N:20]([C:22]([N:25]([CH3:39])[CH2:26][CH2:27][O:28][Si:29]([CH:33]([CH3:35])[CH3:34])([CH:30]([CH3:32])[CH3:31])[CH:36]([CH3:37])[CH3:38])=[N:23][N:24]=3)[CH:21]=2)[CH2:4][CH2:3]1. The catalyst is CN(C=O)C.O. The reactants are [NH2:1][C@@H:2]1[C:11]2[C:6](=[CH:7][CH:8]=[CH:9][CH:10]=2)[C@H:5]([OH:12])[CH2:4][CH2:3]1.[H-].[Na+].F[C:16]1[CH:17]=[CH:18][C:19]2[N:20]([C:22]([N:25]([CH3:39])[CH2:26][CH2:27][O:28][Si:29]([CH:36]([CH3:38])[CH3:37])([CH:33]([CH3:35])[CH3:34])[CH:30]([CH3:32])[CH3:31])=[N:23][N:24]=2)[CH:21]=1.[NH4+].[Cl-].